Dataset: Reaction yield outcomes from USPTO patents with 853,638 reactions. Task: Predict the reaction yield, written as a fraction of the theoretical maximum amount of product (1.0 means a 100% yield; for example, 0.34 means a 34% yield). (1) The reactants are Cl.[F:2][C:3]1([F:8])[CH2:7][CH2:6][NH:5][CH2:4]1.[OH-].[Na+].Br[CH2:12][CH2:13][CH2:14][N:15]1[CH2:19][CH2:18][N:17]([CH2:20][CH2:21][CH2:22]OS(C)(=O)=O)[C:16]1=[C:28]([C:31]#[N:32])[C:29]#[N:30].C(=O)([O-])[O-].[K+].[K+]. The catalyst is O1CCOCC1.O. The product is [F:2][C:3]1([F:8])[CH2:7][CH2:6][N:5]([CH2:12][CH2:13][CH2:14][N:15]2[CH2:19][CH2:18][N:17]([CH2:20][CH2:21][CH2:22][N:5]3[CH2:6][CH2:7][C:3]([F:8])([F:2])[CH2:4]3)[C:16]2=[C:28]([C:31]#[N:32])[C:29]#[N:30])[CH2:4]1. The yield is 0.450. (2) The reactants are [Li+].[OH-].[S:3]1[C:7]2[CH:8]=[CH:9][CH:10]=[CH:11][C:6]=2[N:5]=[C:4]1[NH:12][C:13]([N:15]1[C:24]2[C:19](=[CH:20][CH:21]=[C:22]([C:25]3[N:30]=[C:29]([C:31]([O:33]C)=[O:32])[C:28]([O:35][CH2:36][CH2:37][CH2:38][O:39][C:40]4[CH:45]=[CH:44][CH:43]=[CH:42][CH:41]=4)=[CH:27][CH:26]=3)[CH:23]=2)[N:18]([CH3:46])[CH2:17][CH2:16]1)=[O:14].Cl. The catalyst is CO.O. The product is [S:3]1[C:7]2[CH:8]=[CH:9][CH:10]=[CH:11][C:6]=2[N:5]=[C:4]1[NH:12][C:13]([N:15]1[C:24]2[C:19](=[CH:20][CH:21]=[C:22]([C:25]3[N:30]=[C:29]([C:31]([OH:33])=[O:32])[C:28]([O:35][CH2:36][CH2:37][CH2:38][O:39][C:40]4[CH:41]=[CH:42][CH:43]=[CH:44][CH:45]=4)=[CH:27][CH:26]=3)[CH:23]=2)[N:18]([CH3:46])[CH2:17][CH2:16]1)=[O:14]. The yield is 0.610. (3) The reactants are [NH2:1][C:2]1[CH:7]=[C:6]([O:8][C:9]2[C:14]([F:15])=[CH:13][C:12]([NH:16][C:17]([C:19]3([C:22]([NH:24][C:25]4[CH:30]=[CH:29][C:28]([F:31])=[CH:27][CH:26]=4)=[O:23])[CH2:21][CH2:20]3)=[O:18])=[C:11]([F:32])[CH:10]=2)[CH:5]=[CH:4][N:3]=1.C([N:35]([CH2:38]C)CC)C.ClC([O:43][C:44]1[CH:49]=CC=[CH:46][CH:45]=1)=O.C(=O)([O-])[OH:51].[Na+]. The catalyst is O1CCCC1.C(OCC)(=O)C. The product is [F:32][C:11]1[CH:10]=[C:9]([O:8][C:6]2[CH:5]=[CH:4][N:3]=[C:2]([NH:1][C:38]([N:35]3[CH2:46][CH2:45][C@H:44]([OH:43])[CH2:49]3)=[O:51])[CH:7]=2)[C:14]([F:15])=[CH:13][C:12]=1[NH:16][C:17]([C:19]1([C:22]([NH:24][C:25]2[CH:26]=[CH:27][C:28]([F:31])=[CH:29][CH:30]=2)=[O:23])[CH2:21][CH2:20]1)=[O:18]. The yield is 0.510. (4) The reactants are [CH2:1]1[C:9]2[C:4](=[CH:5][CH:6]=[CH:7][CH:8]=2)[CH2:3][NH:2]1.[N+:10]([O-])([OH:12])=[O:11]. The catalyst is OS(O)(=O)=O. The product is [N+:10]([C:7]1[CH:8]=[C:9]2[C:4](=[CH:5][CH:6]=1)[CH2:3][NH:2][CH2:1]2)([O-:12])=[O:11]. The yield is 0.510. (5) The reactants are [Br:1][C:2]1[CH:11]=[CH:10][CH:9]=[C:8]2[C:3]=1[CH:4]=[CH:5][C:6](Cl)=[N:7]2.[H-].[Na+].[C:15](=O)(O)[O-:16].[Na+]. The catalyst is CO. The product is [Br:1][C:2]1[CH:11]=[CH:10][CH:9]=[C:8]2[C:3]=1[CH:4]=[CH:5][C:6]([O:16][CH3:15])=[N:7]2. The yield is 0.790.